This data is from Reaction yield outcomes from USPTO patents with 853,638 reactions. The task is: Predict the reaction yield, written as a fraction of the theoretical maximum amount of product (1.0 means a 100% yield; for example, 0.34 means a 34% yield). (1) The reactants are [NH2:1][C:2]1[N:3]=[C:4]([NH:17][CH:18]2[CH2:23][CH2:22][N:21]([S:24]([CH2:27][CH2:28][CH2:29]Cl)(=[O:26])=[O:25])[CH2:20][CH2:19]2)[S:5][C:6]=1[C:7]([C:9]1[C:14]([F:15])=[CH:13][CH:12]=[CH:11][C:10]=1[F:16])=[O:8].[Na+].[I-:32].O. The catalyst is CC(C)=O. The product is [NH2:1][C:2]1[N:3]=[C:4]([NH:17][CH:18]2[CH2:23][CH2:22][N:21]([S:24]([CH2:27][CH2:28][CH2:29][I:32])(=[O:26])=[O:25])[CH2:20][CH2:19]2)[S:5][C:6]=1[C:7]([C:9]1[C:14]([F:15])=[CH:13][CH:12]=[CH:11][C:10]=1[F:16])=[O:8]. The yield is 0.900. (2) The product is [NH2:3][CH2:4][CH:5]([C:7]1[CH:8]=[CH:9][CH:10]=[C:11]2[C:16]=1[N:15]=[CH:14][CH:13]=[C:12]2[C:17]([NH:19][CH3:20])=[O:18])[CH3:6]. The reactants are Cl.Cl.[NH2:3][CH2:4][C:5]([C:7]1[CH:8]=[CH:9][CH:10]=[C:11]2[C:16]=1[N:15]=[CH:14][CH:13]=[C:12]2[C:17]([NH:19][CH3:20])=[O:18])=[CH2:6].[H][H]. The yield is 0.800. The catalyst is CO.[Pd]. (3) The reactants are [H][H].[CH3:3][N:4]1[CH:8]=[C:7]([C:9]2[CH2:14][CH2:13][CH:12]([C:15]([O:17][CH2:18]C)=[O:16])[CH2:11][CH:10]=2)[CH:6]=[N:5]1. The catalyst is [Pd].CO. The product is [CH3:3][N:4]1[CH:8]=[C:7]([CH:9]2[CH2:10][CH2:11][CH:12]([C:15]([O:17][CH3:18])=[O:16])[CH2:13][CH2:14]2)[CH:6]=[N:5]1. The yield is 0.740. (4) The reactants are Cl.[Cl:2][C:3]1[CH:8]=[CH:7][C:6]([CH:9]([NH:16]C(=O)OC(C)(C)C)[CH2:10][CH2:11][S:12](=[O:15])(=[O:14])[NH2:13])=[CH:5][CH:4]=1. The catalyst is C(Cl)Cl.CO. The product is [NH2:16][CH:9]([C:6]1[CH:7]=[CH:8][C:3]([Cl:2])=[CH:4][CH:5]=1)[CH2:10][CH2:11][S:12]([NH2:13])(=[O:14])=[O:15]. The yield is 0.738. (5) The reactants are [C:1]([C:5]1[N:18]([C:19]([NH2:21])=[O:20])[C:8]2=[C:9]([Cl:17])[N:10]=[C:11]([N+:14]([O-:16])=[O:15])[C:12]([OH:13])=[C:7]2[CH:6]=1)([CH3:4])([CH3:3])[CH3:2].C1C=CC(P(C2C=CC=CC=2)C2C=CC=CC=2)=CC=1.[Cl:41][C:42]1[C:47]([F:48])=[CH:46][CH:45]=[C:44]([Cl:49])[C:43]=1[C@@H:50](O)[CH3:51].CC(OC(/N=N/C(OC(C)C)=O)=O)C. No catalyst specified. The product is [C:1]([C:5]1[N:18]([C:19]([NH2:21])=[O:20])[C:8]2=[C:9]([Cl:17])[N:10]=[C:11]([N+:14]([O-:16])=[O:15])[C:12]([O:13][C@@H:50]([C:43]3[C:44]([Cl:49])=[CH:45][CH:46]=[C:47]([F:48])[C:42]=3[Cl:41])[CH3:51])=[C:7]2[CH:6]=1)([CH3:4])([CH3:2])[CH3:3]. The yield is 0.560. (6) The reactants are [Cl:1][C:2]1[CH:3]=[C:4]([CH:7]=[CH:8][C:9]=1[Cl:10])[CH2:5][NH2:6].Br[C:12]1[CH:21]=[N:20][CH:19]=[CH:18][C:13]=1[C:14]([O:16][CH3:17])=[O:15]. No catalyst specified. The product is [Cl:1][C:2]1[CH:3]=[C:4]([CH:7]=[CH:8][C:9]=1[Cl:10])[CH2:5][NH:6][C:18]1[CH:19]=[N:20][CH:21]=[CH:12][C:13]=1[C:14]([O:16][CH3:17])=[O:15]. The yield is 0.730. (7) The reactants are [CH3:1][C:2]([C:6]1[CH:11]=[CH:10][C:9]([NH:12][C:13]2[C:22]3[C:17](=[CH:18][CH:19]=[C:20]([C:23]4[CH:24]=[N:25][CH:26]=[CH:27][CH:28]=4)[CH:21]=3)[N:16]=[CH:15][C:14]=2[N+:29]([O-])=O)=[CH:8][CH:7]=1)([CH3:5])[C:3]#[N:4].Cl[Sn]Cl. The catalyst is CO. The product is [NH2:29][C:14]1[CH:15]=[N:16][C:17]2[C:22]([C:13]=1[NH:12][C:9]1[CH:8]=[CH:7][C:6]([C:2]([CH3:5])([CH3:1])[C:3]#[N:4])=[CH:11][CH:10]=1)=[CH:21][C:20]([C:23]1[CH:24]=[N:25][CH:26]=[CH:27][CH:28]=1)=[CH:19][CH:18]=2. The yield is 0.800. (8) The product is [OH:8][C@H:9]1[CH2:14][CH2:13][C@H:12]([CH2:15][C@H:16]([NH:30][C:31](=[O:37])[O:32][C:33]([CH3:35])([CH3:34])[CH3:36])[CH2:17][N:18]([C:20]([O:22][CH2:23][C:24]2[CH:25]=[CH:26][CH:27]=[CH:28][CH:29]=2)=[O:21])[CH3:19])[CH2:11][CH2:10]1. The yield is 0.640. The catalyst is O. The reactants are [Si]([O:8][C@H:9]1[CH2:14][CH2:13][C@H:12]([CH2:15][C@H:16]([NH:30][C:31](=[O:37])[O:32][C:33]([CH3:36])([CH3:35])[CH3:34])[CH2:17][N:18]([C:20]([O:22][CH2:23][C:24]2[CH:29]=[CH:28][CH:27]=[CH:26][CH:25]=2)=[O:21])[CH3:19])[CH2:11][CH2:10]1)(C(C)(C)C)(C)C.[N+](CCCC)(CCCC)(CCCC)CCCC.[F-].C1COCC1. (9) The reactants are C(O[C:6]([N:8]1[CH2:11][CH:10]([NH:12][C:13]2[N:14]=[N:15][C:16]([C:19](=[O:26])[NH:20][CH2:21][CH2:22][CH:23]3[CH2:25][CH2:24]3)=[CH:17][CH:18]=2)[CH2:9]1)=[O:7])(C)(C)C.FC(F)(F)C(O)=O.C1(CCNC(C2N=NC(NC3CNC3)=CC=2)=O)CC1.[F:53][C:54]([F:65])([F:64])[C:55]1[CH:63]=[CH:62][CH:61]=[CH:60][C:56]=1C(Cl)=O. The catalyst is ClCCl.C(N(CC)CC)C. The product is [CH:23]1([CH2:22][CH2:21][NH:20][C:19]([C:16]2[N:15]=[N:14][C:13]([NH:12][CH:10]3[CH2:9][N:8]([C:6](=[O:7])[C:56]4[CH:60]=[CH:61][CH:62]=[CH:63][C:55]=4[C:54]([F:65])([F:64])[F:53])[CH2:11]3)=[CH:18][CH:17]=2)=[O:26])[CH2:24][CH2:25]1. The yield is 0.570.